Dataset: Full USPTO retrosynthesis dataset with 1.9M reactions from patents (1976-2016). Task: Predict the reactants needed to synthesize the given product. (1) Given the product [F:24][C:25]1[CH:30]=[C:29]([F:31])[CH:28]=[CH:27][C:26]=1[S:32]([NH:1][C:2]1[CH:7]=[N:6][CH:5]=[C:4]([C:8]2[S:12][C:11]([C:13]3[CH:21]=[C:20]4[C:16](=[CH:15][CH:14]=3)[CH2:17][N:18]([CH3:23])[C:19]4=[O:22])=[CH:10][CH:9]=2)[CH:3]=1)(=[O:34])=[O:33], predict the reactants needed to synthesize it. The reactants are: [NH2:1][C:2]1[CH:3]=[C:4]([C:8]2[S:12][C:11]([C:13]3[CH:21]=[C:20]4[C:16]([CH2:17][N:18]([CH3:23])[C:19]4=[O:22])=[CH:15][CH:14]=3)=[CH:10][CH:9]=2)[CH:5]=[N:6][CH:7]=1.[F:24][C:25]1[CH:30]=[C:29]([F:31])[CH:28]=[CH:27][C:26]=1[S:32](Cl)(=[O:34])=[O:33]. (2) Given the product [Br:1][C:30]1[C:20]2[C:25](=[CH:24][CH:23]=[CH:22][CH:21]=2)[NH:32][CH:36]=1, predict the reactants needed to synthesize it. The reactants are: [Br-:1].COC1C=CC(C(O)C2C=CC(OC)=CC=2)=CC=1.[C:20]1([CH3:30])[CH:25]=[CH:24][C:23](S(O)(=O)=O)=[CH:22][CH:21]=1.C[N:32]1[CH2:36]CCC1=O. (3) Given the product [C:25]([O:24][C:22]([N:14]([C:15]([O:17][C:18]([CH3:21])([CH3:20])[CH3:19])=[O:16])[C:13]1[C:8]([C:6]([OH:7])=[O:5])=[N:9][CH:10]=[C:11]([O:29][CH2:30][CH2:31][CH2:32][F:33])[N:12]=1)=[O:23])([CH3:28])([CH3:27])[CH3:26].[Cl-:66].[Li+:64], predict the reactants needed to synthesize it. The reactants are: FCCC[O:5][C:6]([C:8]1[C:13]([N:14]([C:22]([O:24][C:25]([CH3:28])([CH3:27])[CH3:26])=[O:23])[C:15]([O:17][C:18]([CH3:21])([CH3:20])[CH3:19])=[O:16])=[N:12][C:11]([O:29][CH2:30][CH2:31][CH2:32][F:33])=[CH:10][N:9]=1)=[O:7].COC(C1C(N(C(OC(C)(C)C)=O)C(OC(C)(C)C)=O)=NC(OCCCF)=CN=1)=O.[Li+:64].[OH-].[ClH:66]. (4) Given the product [S:33]1[C:28]2[CH:29]=[CH:30][CH:31]=[CH:32][C:27]=2[N:26]=[C:4]1[C:3]1[CH:7]=[C:8]([C:11]2[CH:23]=[CH:22][C:21]3[C:20]4[C:15](=[CH:16][CH:17]=[CH:18][CH:19]=4)[C:14]([CH3:24])([CH3:25])[C:13]=3[CH:12]=2)[CH:9]=[CH:10][C:2]=1[SH:1], predict the reactants needed to synthesize it. The reactants are: [SH:1][C:2]1[CH:10]=[CH:9][C:8]([C:11]2[CH:23]=[CH:22][C:21]3[C:20]4[C:15](=[CH:16][CH:17]=[CH:18][CH:19]=4)[C:14]([CH3:25])([CH3:24])[C:13]=3[CH:12]=2)=[CH:7][C:3]=1[C:4](O)=O.[NH2:26][C:27]1[CH:32]=[CH:31][CH:30]=[CH:29][C:28]=1[SH:33].